From a dataset of Reaction yield outcomes from USPTO patents with 853,638 reactions. Predict the reaction yield, written as a fraction of the theoretical maximum amount of product (1.0 means a 100% yield; for example, 0.34 means a 34% yield). (1) The reactants are [NH2:1][CH2:2][CH:3]1[CH2:8][CH2:7][C:6]2[C:9]3[C:14]([NH:15][C:16]4[CH:25]=[CH:24][C:19]5[NH:20][C:21](=[O:23])[S:22][C:18]=5[CH:17]=4)=[N:13][CH:12]=[N:11][C:10]=3[S:26][C:5]=2[CH2:4]1.CN(C)C=O.[C:32](Cl)(=[O:37])[O:33][CH:34]([CH3:36])[CH3:35].C(N(CC)CC)C. The catalyst is O. The product is [O:23]=[C:21]1[NH:20][C:19]2[CH:24]=[CH:25][C:16]([NH:15][C:14]3[C:9]4[C:6]5[CH2:7][CH2:8][CH:3]([CH2:2][NH:1][C:32](=[O:37])[O:33][CH:34]([CH3:36])[CH3:35])[CH2:4][C:5]=5[S:26][C:10]=4[N:11]=[CH:12][N:13]=3)=[CH:17][C:18]=2[S:22]1. The yield is 0.400. (2) The reactants are [CH3:1][N:2]1[C:6]([C:7]2[CH:19]=[N:18][C:17]3[C:16]4[C:15]([S:20]([CH3:23])(=[O:22])=[O:21])=[CH:14][CH:13]=[CH:12][C:11]=4[NH:10][C:9]=3[CH:8]=2)=[C:5]([CH3:24])[N:4]=[N:3]1.[F:25][C:26]1[CH:31]=[CH:30][C:29]([C@@H:32]([CH:34]2[CH2:39][CH2:38][O:37][CH2:36][CH2:35]2)O)=[CH:28][CH:27]=1.C1(P(C2C=CC=CC=2)C2C=CC=CC=2)C=CC=CC=1.CC(OC(/N=N/C(OC(C)C)=O)=O)C. The catalyst is C1COCC1. The product is [F:25][C:26]1[CH:27]=[CH:28][C:29]([C@H:32]([CH:34]2[CH2:35][CH2:36][O:37][CH2:38][CH2:39]2)[N:10]2[C:11]3[CH:12]=[CH:13][CH:14]=[C:15]([S:20]([CH3:23])(=[O:22])=[O:21])[C:16]=3[C:17]3[N:18]=[CH:19][C:7]([C:6]4[N:2]([CH3:1])[N:3]=[N:4][C:5]=4[CH3:24])=[CH:8][C:9]2=3)=[CH:30][CH:31]=1. The yield is 0.240.